This data is from Full USPTO retrosynthesis dataset with 1.9M reactions from patents (1976-2016). The task is: Predict the reactants needed to synthesize the given product. (1) Given the product [F:1][C:2]1[CH:3]=[C:4]([CH:5]=[CH:6][C:7]=1[C:8]1[S:9][C:10]2[C:15]([N:16]=1)=[CH:14][CH:13]=[C:12]([C:17]1([C:20]3[CH:21]=[CH:22][CH:23]=[CH:24][CH:25]=3)[CH2:18][CH2:19]1)[N:11]=2)[CH2:26][C@@H:27]1[CH2:30][C@H:29]([C:31]([OH:33])=[O:32])[CH2:28]1, predict the reactants needed to synthesize it. The reactants are: [F:1][C:2]1[CH:3]=[C:4]([CH2:26][CH:27]2[CH2:30][C:29](C(O)=O)([C:31]([OH:33])=[O:32])[CH2:28]2)[CH:5]=[CH:6][C:7]=1[C:8]1[S:9][C:10]2[C:15]([N:16]=1)=[CH:14][CH:13]=[C:12]([C:17]1([C:20]3[CH:25]=[CH:24][CH:23]=[CH:22][CH:21]=3)[CH2:19][CH2:18]1)[N:11]=2.CS(C)=O. (2) Given the product [C:23]([N:30]1[CH2:3][CH2:2][CH:1]([NH:6][C:7]2[CH:8]=[C:9]([CH3:22])[CH:10]=[C:11]3[C:15]=2[NH:14][C:13]([C:16]2[CH:17]=[CH:18][CH:19]=[CH:20][CH:21]=2)=[CH:12]3)[CH2:5][CH2:4]1)([O:25][C:26]([CH3:29])([CH3:28])[CH3:27])=[O:24], predict the reactants needed to synthesize it. The reactants are: [CH:1]1([NH:6][C:7]2[CH:8]=[C:9]([CH3:22])[CH:10]=[C:11]3[C:15]=2[NH:14][C:13]([C:16]2[CH:21]=[CH:20][CH:19]=[CH:18][CH:17]=2)=[CH:12]3)[CH2:5][CH2:4][CH2:3][CH2:2]1.[C:23]([N:30]1CCCCC1=O)([O:25][C:26]([CH3:29])([CH3:28])[CH3:27])=[O:24]. (3) Given the product [OH:36][C:29]([CH3:31])([CH3:30])[CH2:28][NH:27][C:6]1[N:5]=[C:4]([CH:1]([CH3:3])[CH3:2])[C:9]([C:10]2[CH:15]=[CH:14][N:13]=[C:12]([NH:16][C:17]3[CH:24]=[CH:23][C:20]([C:21]#[N:22])=[CH:19][CH:18]=3)[N:11]=2)=[CH:8][N:7]=1, predict the reactants needed to synthesize it. The reactants are: [CH:1]([C:4]1[C:9]([C:10]2[CH:15]=[CH:14][N:13]=[C:12]([NH:16][C:17]3[CH:24]=[CH:23][C:20]([C:21]#[N:22])=[CH:19][CH:18]=3)[N:11]=2)=[CH:8][N:7]=[C:6](SC)[N:5]=1)([CH3:3])[CH3:2].[NH2:27][CH:28](O)[CH:29]([CH3:31])[CH3:30].C1C[O:36]CC1. (4) Given the product [Cl:1][C:2]1[CH:7]=[CH:6][C:5]([O:8][CH2:49][C:48]2[C:43]([CH3:42])=[N:44][CH:45]=[CH:46][CH:47]=2)=[CH:4][C:3]=1[C:9]([NH:11][CH2:12][C:13]1[CH:14]=[CH:15][C:16]([C:17]([O:19][CH3:20])=[O:18])=[CH:21][CH:22]=1)=[O:10], predict the reactants needed to synthesize it. The reactants are: [Cl:1][C:2]1[CH:7]=[CH:6][C:5]([OH:8])=[CH:4][C:3]=1[C:9]([NH:11][CH2:12][C:13]1[CH:22]=[CH:21][C:16]([C:17]([O:19][CH3:20])=[O:18])=[CH:15][CH:14]=1)=[O:10].C1(P(C2C=CC=CC=2)C2C=CC=CC=2)C=CC=CC=1.[CH3:42][C:43]1[C:48]([CH2:49]O)=[CH:47][CH:46]=[CH:45][N:44]=1.CC(OC(/N=N/C(OC(C)C)=O)=O)C. (5) Given the product [F:17][C:18]1([F:26])[CH2:23][CH2:22][CH:21](/[CH:24]=[CH:11]/[C:12]([O:14][CH2:15][CH3:16])=[O:13])[CH2:20][CH2:19]1, predict the reactants needed to synthesize it. The reactants are: [H-].[Na+].C(OP([CH2:11][C:12]([O:14][CH2:15][CH3:16])=[O:13])(OCC)=O)C.[F:17][C:18]1([F:26])[CH2:23][CH2:22][CH:21]([CH:24]=O)[CH2:20][CH2:19]1.[Cl-].[NH4+]. (6) The reactants are: [CH:1]1([N:8]2[C:13]3[N:14]=[C:15](S(C)=O)[N:16]=[C:17]([CH3:18])[C:12]=3[CH:11]=[CH:10][C:9]2=[O:22])[CH2:7][CH2:6][CH2:5][CH2:4][CH2:3][CH2:2]1.[CH3:23][O:24][C:25]([C:27]1[N:28]([CH3:33])[CH:29]=[C:30]([NH2:32])[CH:31]=1)=[O:26].Cl.C(N(CC)CC)C. Given the product [CH3:23][O:24][C:25]([C:27]1[N:28]([CH3:33])[CH:29]=[C:30]([NH:32][C:15]2[N:16]=[C:17]([CH3:18])[C:12]3[CH:11]=[CH:10][C:9](=[O:22])[N:8]([CH:1]4[CH2:7][CH2:6][CH2:5][CH2:4][CH2:3][CH2:2]4)[C:13]=3[N:14]=2)[CH:31]=1)=[O:26], predict the reactants needed to synthesize it. (7) Given the product [ClH:1].[NH:29]1[C:30]2[C:26](=[CH:25][C:24]([NH:23][C:2]3[C:11]4[C:6](=[CH:7][C:8]([O:14][CH2:15][CH2:16][CH2:17][N:18]5[CH2:22][CH2:21][CH2:20][CH2:19]5)=[C:9]([O:12][CH3:13])[CH:10]=4)[N:5]=[CH:4][N:3]=3)=[CH:32][CH:31]=2)[CH:27]=[CH:28]1, predict the reactants needed to synthesize it. The reactants are: [Cl:1][C:2]1[C:11]2[C:6](=[CH:7][C:8]([O:14][CH2:15][CH2:16][CH2:17][N:18]3[CH2:22][CH2:21][CH2:20][CH2:19]3)=[C:9]([O:12][CH3:13])[CH:10]=2)[N:5]=[CH:4][N:3]=1.[NH2:23][C:24]1[CH:25]=[C:26]2[C:30](=[CH:31][CH:32]=1)[NH:29][CH:28]=[CH:27]2.Cl. (8) The reactants are: [Cl:1][C:2]1[CH:3]=[C:4]([OH:11])[C:5](=[CH:9][CH:10]=1)[C:6]([OH:8])=[O:7].Cl.[C:13]([O-])(O)=O.[Na+]. Given the product [CH3:13][O:7][C:6](=[O:8])[C:5]1[CH:9]=[CH:10][C:2]([Cl:1])=[CH:3][C:4]=1[OH:11], predict the reactants needed to synthesize it.